Dataset: Catalyst prediction with 721,799 reactions and 888 catalyst types from USPTO. Task: Predict which catalyst facilitates the given reaction. Reactant: [CH3:1][O:2][C:3](=[O:12])[C:4]1[CH:9]=[C:8]([OH:10])[CH:7]=[CH:6][C:5]=1[Br:11].[CH2:13](Br)[C:14]1[CH:19]=[CH:18][CH:17]=[CH:16][CH:15]=1.C([O-])([O-])=O.[K+].[K+].O. Product: [CH2:13]([O:10][C:8]1[CH:7]=[CH:6][C:5]([Br:11])=[C:4]([CH:9]=1)[C:3]([O:2][CH3:1])=[O:12])[C:14]1[CH:19]=[CH:18][CH:17]=[CH:16][CH:15]=1. The catalyst class is: 31.